Dataset: Peptide-MHC class II binding affinity with 134,281 pairs from IEDB. Task: Regression. Given a peptide amino acid sequence and an MHC pseudo amino acid sequence, predict their binding affinity value. This is MHC class II binding data. (1) The peptide sequence is TLIVNSVLLFLAFVV. The MHC is DRB1_0101 with pseudo-sequence DRB1_0101. The binding affinity (normalized) is 0.264. (2) The peptide sequence is EGRKVAIKGPLRISA. The MHC is DRB1_1101 with pseudo-sequence DRB1_1101. The binding affinity (normalized) is 0.312. (3) The peptide sequence is ADLDSGAVIAARDPH. The MHC is DRB1_1101 with pseudo-sequence DRB1_1101. The binding affinity (normalized) is 0. (4) The peptide sequence is RRAEPAADGVGAVSRDL. The MHC is DRB3_0101 with pseudo-sequence DRB3_0101. The binding affinity (normalized) is 0.128. (5) The peptide sequence is AFKVAATAANAAP. The MHC is DRB1_1101 with pseudo-sequence DRB1_1101. The binding affinity (normalized) is 0.584.